The task is: Predict the reaction yield, written as a fraction of the theoretical maximum amount of product (1.0 means a 100% yield; for example, 0.34 means a 34% yield).. This data is from Reaction yield outcomes from USPTO patents with 853,638 reactions. (1) The reactants are [Cl:1][C:2]1[CH:11]=[C:10]([Cl:12])[C:9]2[C:4](=[CH:5][CH:6]=[CH:7][CH:8]=2)[C:3]=1[OH:13].F[C:15]1[CH:20]=[CH:19][CH:18]=[CH:17][C:16]=1[N+:21]([O-:23])=[O:22].NC1C=CC=CC=1.[Cl:31][C:32]1[CH:41]=[C:40]([Cl:42])[C:39]2[C:34](=[CH:35][CH:36]=[CH:37][CH:38]=2)[C:33]=1[O:43][C:44]1[CH:50]=[CH:49][CH:48]=[CH:47][C:45]=1[NH2:46].[NH2:51][C:52]1[S:53][CH:54]=[CH:55][N:56]=1. No catalyst specified. The product is [Cl:1][C:2]1[CH:11]=[C:10]([Cl:12])[C:9]2[C:4](=[CH:5][CH:6]=[CH:7][CH:8]=2)[C:3]=1[O:13][C:15]1[CH:20]=[CH:19][CH:18]=[CH:17][C:16]=1[N+:21]([O-:23])=[O:22].[Cl:31][C:32]1[CH:41]=[C:40]([Cl:42])[C:39]2[C:34](=[CH:35][CH:36]=[CH:37][CH:38]=2)[C:33]=1[O:43][C:44]1[CH:50]=[CH:49][CH:48]=[CH:47][C:45]=1[NH:46][C:3]([NH:51][C:52]1[S:53][CH:54]=[CH:55][N:56]=1)=[O:13]. The yield is 0.600. (2) The reactants are [Cl:1][C:2]1[N:7]=[C:6](Cl)[N:5]=[C:4]([NH:9][C:10]2[CH:15]=[CH:14][CH:13]=[CH:12][CH:11]=2)[N:3]=1.[CH2:16]1[O:25][C:24]2[CH:23]=[CH:22][C:20]([NH2:21])=[CH:19][C:18]=2[O:17]1. No catalyst specified. The product is [O:25]1[C:24]2[CH:23]=[CH:22][C:20]([NH:21][C:6]3[N:5]=[C:4]([NH:9][C:10]4[CH:15]=[CH:14][CH:13]=[CH:12][CH:11]=4)[N:3]=[C:2]([Cl:1])[N:7]=3)=[CH:19][C:18]=2[O:17][CH2:16]1. The yield is 0.420. (3) The reactants are [NH2:1][CH2:2][P:3]([CH2:10][CH:11]([CH2:19][CH2:20][C:21]([O:23][C:24]([CH3:27])([CH3:26])[CH3:25])=[O:22])[C:12]([O:14][C:15]([CH3:18])([CH3:17])[CH3:16])=[O:13])([O:5][C:6]([CH3:9])([CH3:8])[CH3:7])=[O:4].[C:28](Cl)(=[O:35])[C:29]1[CH:34]=[CH:33][CH:32]=[CH:31][CH:30]=1.C(N(CC)CC)C. The catalyst is ClCCl. The product is [C:6]([O:5][P:3]([CH2:10][CH:11]([CH2:19][CH2:20][C:21]([O:23][C:24]([CH3:27])([CH3:26])[CH3:25])=[O:22])[C:12]([O:14][C:15]([CH3:16])([CH3:17])[CH3:18])=[O:13])([CH2:2][NH:1][C:28]([C:29]1[CH:34]=[CH:33][CH:32]=[CH:31][CH:30]=1)=[O:35])=[O:4])([CH3:8])([CH3:9])[CH3:7]. The yield is 0.740. (4) The reactants are [O:1]=[C:2]1[CH2:6][CH2:5][C:4](=[O:7])[N:3]1[C:8]1[N:13]=[CH:12][C:11](/[CH:14]=[CH:15]/[C:16]([N:18]([CH3:30])[CH2:19][C:20]2[N:21]([CH3:29])[C:22]3[C:27]([CH:28]=2)=[CH:26][CH:25]=[CH:24][CH:23]=3)=[O:17])=[CH:10][CH:9]=1.[NH3:31]. No catalyst specified. The product is [CH3:30][N:18]([CH2:19][C:20]1[N:21]([CH3:29])[C:22]2[C:27]([CH:28]=1)=[CH:26][CH:25]=[CH:24][CH:23]=2)[C:16](/[CH:15]=[CH:14]/[C:11]1[CH:10]=[CH:9][C:8]([NH:3][C:4](=[O:7])[CH2:5][CH2:6][C:2]([NH2:31])=[O:1])=[N:13][CH:12]=1)=[O:17]. The yield is 0.520. (5) The reactants are [N+:1]([C:4]1[CH:5]=[CH:6][CH:7]=[C:8]2[C:12]=1[NH:11][C:10]([C:13]([O:15]CC)=[O:14])=[CH:9]2)([O-])=O.[O:18]1[CH2:23][CH2:22][C:21](=O)[CH2:20][CH2:19]1.C(O[BH-](OC(=O)C)OC(=O)C)(=O)C.[Na+].[OH-].[Na+].Cl. The catalyst is CO.O1CCCC1.[Pd].O.ClCCCl. The product is [O:18]1[CH2:23][CH2:22][CH:21]([NH:1][C:4]2[CH:5]=[CH:6][CH:7]=[C:8]3[C:12]=2[NH:11][C:10]([C:13]([OH:15])=[O:14])=[CH:9]3)[CH2:20][CH2:19]1. The yield is 0.760. (6) The reactants are [F:1][C:2]1[CH:6]=[N:5][N:4]([CH3:7])[C:3]=1[C:8]1[CH:9]=[C:10]([NH2:16])[CH:11]=[CH:12][C:13]=1[O:14][CH3:15].[C:17]([C:20]1[CH:21]=[C:22]([N:26]=[C:27]=[O:28])[CH:23]=[CH:24][CH:25]=1)(=[O:19])[CH3:18]. No catalyst specified. The product is [C:17]([C:20]1[CH:21]=[C:22]([NH:26][C:27]([NH:16][C:10]2[CH:11]=[CH:12][C:13]([O:14][CH3:15])=[C:8]([C:3]3[N:4]([CH3:7])[N:5]=[CH:6][C:2]=3[F:1])[CH:9]=2)=[O:28])[CH:23]=[CH:24][CH:25]=1)(=[O:19])[CH3:18]. The yield is 0.530.